Task: Predict the reactants needed to synthesize the given product.. Dataset: Full USPTO retrosynthesis dataset with 1.9M reactions from patents (1976-2016) (1) Given the product [CH2:49]([C@@H:56]1[CH2:60][O:59][C:58](=[O:61])[N:57]1[C:62](=[O:72])[C@H:63]([CH2:67][S:68]([N:46]1[CH2:47][CH2:48][CH:43]([O:42][C:39]2[CH:38]=[CH:37][C:36]([C:33]3[CH:32]=[CH:31][C:30]([F:29])=[CH:35][CH:34]=3)=[CH:41][N:40]=2)[CH2:44][CH2:45]1)(=[O:70])=[O:69])[CH:64]([CH3:66])[CH3:65])[C:50]1[CH:55]=[CH:54][CH:53]=[CH:52][CH:51]=1, predict the reactants needed to synthesize it. The reactants are: C(OC(=O)C(CS(N1CCN(C2C=CC(Br)=CC=2)CC1)(=O)=O)C(C)C)(C)(C)C.[F:29][C:30]1[CH:35]=[CH:34][C:33]([C:36]2[CH:37]=[CH:38][C:39]([O:42][CH:43]3[CH2:48][CH2:47][NH:46][CH2:45][CH2:44]3)=[N:40][CH:41]=2)=[CH:32][CH:31]=1.[CH2:49]([C@@H:56]1[CH2:60][O:59][C:58](=[O:61])[N:57]1[C:62](=[O:72])[C@H:63]([CH2:67][S:68](Cl)(=[O:70])=[O:69])[CH:64]([CH3:66])[CH3:65])[C:50]1[CH:55]=[CH:54][CH:53]=[CH:52][CH:51]=1. (2) Given the product [C:17]1([C:20]2[CH:21]=[CH:22][CH:23]=[CH:24][CH:25]=2)[CH:18]=[CH:19][C:14]([NH:13][C:12]2[CH:11]=[N:10][C:9]([Cl:26])=[C:8]3[S:27][C:5]([C:3]([OH:4])=[O:2])=[CH:6][C:7]=23)=[CH:15][CH:16]=1, predict the reactants needed to synthesize it. The reactants are: C[O:2][C:3]([C:5]1[S:27][C:8]2=[C:9]([Cl:26])[N:10]=[CH:11][C:12]([NH:13][C:14]3[CH:19]=[CH:18][C:17]([C:20]4[CH:25]=[CH:24][CH:23]=[CH:22][CH:21]=4)=[CH:16][CH:15]=3)=[C:7]2[CH:6]=1)=[O:4].[OH-].[Na+]. (3) Given the product [F:17][C:18]1[C:19]([Si:27]([CH3:30])([CH3:29])[CH3:28])=[C:20]([N+:24]#[C-:25])[CH:21]=[CH:22][CH:23]=1, predict the reactants needed to synthesize it. The reactants are: N#[C-].C(N(CC)CC)C.Cl[SiH](Cl)Cl.C(Cl)Cl.[F:17][C:18]1[C:19]([Si:27]([CH3:30])([CH3:29])[CH3:28])=[C:20]([N:24]=[C:25]=O)[CH:21]=[CH:22][CH:23]=1.N. (4) Given the product [CH3:1][O:2][C:3]1[CH:4]=[C:5]2[C:9](=[CH:10][CH:11]=1)[N:8]([CH3:12])[CH:7]=[C:6]2[C:13]1[N:23]([CH2:24][O:25][CH2:26][CH2:27][Si:28]([CH3:30])([CH3:29])[CH3:31])[C:16]2=[N:17][CH:18]=[C:19]([CH2:21][NH:22][C:38](=[O:40])[CH3:39])[N:20]=[C:15]2[CH:14]=1, predict the reactants needed to synthesize it. The reactants are: [CH3:1][O:2][C:3]1[CH:4]=[C:5]2[C:9](=[CH:10][CH:11]=1)[N:8]([CH3:12])[CH:7]=[C:6]2[C:13]1[N:23]([CH2:24][O:25][CH2:26][CH2:27][Si:28]([CH3:31])([CH3:30])[CH3:29])[C:16]2=[N:17][CH:18]=[C:19]([CH2:21][NH2:22])[N:20]=[C:15]2[CH:14]=1.N1C=CC=CC=1.[C:38](OC(=O)C)(=[O:40])[CH3:39].CC(O)=O.